Dataset: Forward reaction prediction with 1.9M reactions from USPTO patents (1976-2016). Task: Predict the product of the given reaction. (1) The product is: [O-:13][S:11]([C:14]([F:17])([F:16])[F:15])(=[O:12])=[O:10].[CH2:2]([N+:4]1([CH3:9])[CH2:8][CH2:7][CH2:6][CH2:5]1)[CH3:3]. Given the reactants [Br-].[CH2:2]([N+:4]1([CH3:9])[CH2:8][CH2:7][CH2:6][CH2:5]1)[CH3:3].[O:10]([Si](C)(C)C)[S:11]([C:14]([F:17])([F:16])[F:15])(=[O:13])=[O:12], predict the reaction product. (2) Given the reactants [F:1][C:2]([F:31])([C:9]([F:30])([F:29])[C:10]([F:28])([F:27])[C:11]([F:26])([F:25])[C:12]([F:24])([F:23])[C:13]([F:22])([F:21])[C:14]([F:20])([F:19])[C:15]([F:18])([F:17])[F:16])[CH2:3][CH2:4][Si:5](Cl)(Cl)Cl.C[Si]([C:36]#[CH:37])(C)C.C([Li])[CH2:39][CH2:40][CH3:41].[CH:43]([Li])([CH3:45])[CH3:44].[Cl-].[NH4+], predict the reaction product. The product is: [F:1][C:2]([F:31])([C:9]([F:30])([F:29])[C:10]([F:28])([F:27])[C:11]([F:26])([F:25])[C:12]([F:24])([F:23])[C:13]([F:22])([F:21])[C:14]([F:20])([F:19])[C:15]([F:18])([F:17])[F:16])[CH2:3][CH2:4][Si:5]([C:36]#[CH:37])([CH:43]([CH3:45])[CH3:44])[CH:40]([CH3:41])[CH3:39].